Dataset: Retrosynthesis with 50K atom-mapped reactions and 10 reaction types from USPTO. Task: Predict the reactants needed to synthesize the given product. (1) Given the product C=CCC1(C(C)C)CC(=O)N(Cc2cc(C(F)(F)F)ccc2O[Si](C(C)C)(C(C)C)C(C)C)C1=O, predict the reactants needed to synthesize it. The reactants are: C=CCC(CC(=O)NCc1cc(C(F)(F)F)ccc1O[Si](C(C)C)(C(C)C)C(C)C)(C(=O)[O-])C(C)C. (2) Given the product COC(=O)C1=C(C)NC(C)=C(C(=O)OC/C=C/c2cccc(Cc3ncc[nH]3)n2)C1c1cccc([N+](=O)[O-])c1, predict the reactants needed to synthesize it. The reactants are: COC(=O)C1=C(C)NC(C)=C(C(=O)O)C1c1cccc([N+](=O)[O-])c1.OC/C=C/c1cccc(Cc2ncc[nH]2)n1.